Task: Predict the product of the given reaction.. Dataset: Forward reaction prediction with 1.9M reactions from USPTO patents (1976-2016) (1) Given the reactants C[O:2][C:3](=[O:33])[CH:4]([C:17]1[CH:22]=[CH:21][C:20]([C:23]#[N:24])=[C:19]([NH:25][CH:26]2[CH2:31][CH2:30][CH:29]([OH:32])[CH2:28][CH2:27]2)[CH:18]=1)[C:5]1[CH:10]=[C:9]([O:11][CH3:12])[C:8]([O:13][CH3:14])=[C:7]([O:15][CH3:16])[CH:6]=1.[OH-].[Na+], predict the reaction product. The product is: [C:23]([C:20]1[CH:21]=[CH:22][C:17]([CH:4]([C:5]2[CH:6]=[C:7]([O:15][CH3:16])[C:8]([O:13][CH3:14])=[C:9]([O:11][CH3:12])[CH:10]=2)[C:3]([OH:33])=[O:2])=[CH:18][C:19]=1[NH:25][CH:26]1[CH2:31][CH2:30][CH:29]([OH:32])[CH2:28][CH2:27]1)#[N:24]. (2) Given the reactants [F:1][C:2]1[CH:7]=[CH:6][C:5]([F:8])=[CH:4][C:3]=1/[CH:9]=[CH:10]/[CH2:11][OH:12], predict the reaction product. The product is: [F:1][C:2]1[CH:7]=[CH:6][C:5]([F:8])=[CH:4][C:3]=1/[CH:9]=[CH:10]/[CH:11]=[O:12]. (3) Given the reactants C([O:8][C:9]1[CH:14]=[CH:13][CH:12]=[C:11]([CH2:15][CH2:16][N:17]([C:19]2[CH:24]=[N:23][C:22]([C:25]3[CH:30]=[CH:29][CH:28]=[CH:27][CH:26]=3)=[C:21]([C:31]3[CH:36]=[CH:35][CH:34]=[CH:33][CH:32]=3)[N:20]=2)[CH3:18])[CH:10]=1)C1C=CC=CC=1.Cl.C(=O)([O-])O.[Na+], predict the reaction product. The product is: [C:25]1([C:22]2[N:23]=[CH:24][C:19]([N:17]([CH2:16][CH2:15][C:11]3[CH:10]=[C:9]([OH:8])[CH:14]=[CH:13][CH:12]=3)[CH3:18])=[N:20][C:21]=2[C:31]2[CH:36]=[CH:35][CH:34]=[CH:33][CH:32]=2)[CH:26]=[CH:27][CH:28]=[CH:29][CH:30]=1.